From a dataset of Catalyst prediction with 721,799 reactions and 888 catalyst types from USPTO. Predict which catalyst facilitates the given reaction. (1) Reactant: I[C:2]1[C:10]2[C:5](=[CH:6][CH:7]=[C:8]([C:11]3[S:15][N:14]=[C:13]([NH:16][CH2:17][C:18]4[CH:23]=[CH:22][C:21]([O:24][CH3:25])=[CH:20][CH:19]=4)[N:12]=3)[CH:9]=2)[N:4]([S:26]([C:29]2[CH:35]=[CH:34][C:32]([CH3:33])=[CH:31][CH:30]=2)(=[O:28])=[O:27])[CH:3]=1.[CH:36]([O:39][C:40]1[CH:45]=[CH:44][CH:43]=[C:42]([Sn](CCCC)(CCCC)CCCC)[N:41]=1)([CH3:38])[CH3:37]. Product: [CH:36]([O:39][C:40]1[N:41]=[C:42]([C:2]2[C:10]3[C:5](=[CH:6][CH:7]=[C:8]([C:11]4[S:15][N:14]=[C:13]([NH:16][CH2:17][C:18]5[CH:19]=[CH:20][C:21]([O:24][CH3:25])=[CH:22][CH:23]=5)[N:12]=4)[CH:9]=3)[N:4]([S:26]([C:29]3[CH:35]=[CH:34][C:32]([CH3:33])=[CH:31][CH:30]=3)(=[O:28])=[O:27])[CH:3]=2)[CH:43]=[CH:44][CH:45]=1)([CH3:38])[CH3:37]. The catalyst class is: 555. (2) Reactant: [CH2:1]1[C:4]2([CH2:8][CH2:7][CH2:6][NH:5]2)[CH2:3][O:2]1.Cl[CH2:10][C:11]1[N:16]=[CH:15][C:14]([C:17]2[CH:22]=[CH:21][C:20]([C@H:23]3[O:27][C:26]([CH3:29])([CH3:28])[N:25]([C:30](=[O:34])[CH:31]([F:33])[F:32])[C@@H:24]3[CH2:35][F:36])=[CH:19][CH:18]=2)=[CH:13][CH:12]=1.C(=O)([O-])[O-].[Cs+].[Cs+]. Product: [CH2:3]1[C:4]2([CH2:8][CH2:7][CH2:6][N:5]2[CH2:10][C:11]2[N:16]=[CH:15][C:14]([C:17]3[CH:22]=[CH:21][C:20]([C@H:23]4[O:27][C:26]([CH3:29])([CH3:28])[N:25]([C:30](=[O:34])[CH:31]([F:33])[F:32])[C@@H:24]4[CH2:35][F:36])=[CH:19][CH:18]=3)=[CH:13][CH:12]=2)[CH2:1][O:2]1. The catalyst class is: 10. (3) Reactant: [CH3:1][C@@H:2]([CH2:11][CH2:12][CH:13]=[C:14]([CH3:16])[CH3:15])[CH2:3][CH2:4][CH:5]1[CH2:10][CH2:9][CH2:8][CH2:7][CH2:6]1.C(=O)(O)[O-:18].[Na+].C(OO)(=O)C.S([O-])([O-])=O.[Na+].[Na+]. Product: [CH:5]1([CH2:4][CH2:3][C@@H:2]([CH3:1])[CH2:11][CH2:12][CH:13]2[O:18][C:14]2([CH3:15])[CH3:16])[CH2:10][CH2:9][CH2:8][CH2:7][CH2:6]1. The catalyst class is: 4. (4) Reactant: [OH:1][C:2]1[CH:11]=[CH:10][C:9]2[C:4](=[CH:5][CH:6]=[CH:7][CH:8]=2)[C:3]=1[C:12]([OH:14])=O.Cl.C[N:17](C)CCCN=C=NCC.O[N:28]1C2C=CC=CC=2N=N1.N. Product: [NH3:17].[OH:1][C:2]1[CH:11]=[CH:10][C:9]2[C:4](=[CH:5][CH:6]=[CH:7][CH:8]=2)[C:3]=1[C:12]([NH2:28])=[O:14]. The catalyst class is: 7. (5) Reactant: CN(C)[CH:3]=[C:4]([C:12]1[CH:17]=[CH:16][N:15]=[CH:14][CH:13]=1)[C:5]([C:7]1[O:8][CH:9]=[CH:10][CH:11]=1)=O.Cl.[NH2:20][C:21]([NH2:23])=[NH:22].C(=O)([O-])[O-].[K+].[K+]. Product: [O:8]1[CH:9]=[CH:10][CH:11]=[C:7]1[C:5]1[C:4]([C:12]2[CH:13]=[CH:14][N:15]=[CH:16][CH:17]=2)=[CH:3][N:20]=[C:21]([NH2:23])[N:22]=1. The catalyst class is: 35. (6) Reactant: [CH:1](=[N:8]/[C:9]1[CH:14]=[CH:13][CH:12]=[CH:11][CH:10]=1)\[C:2]1[CH:7]=[CH:6][CH:5]=[CH:4][CH:3]=1.CC1C=CC(S([CH2:25][N+:26]#[C-:27])(=O)=O)=CC=1.C(O[Na])(C)(C)C. Product: [C:9]1([N:8]2[C:1]([C:2]3[CH:7]=[CH:6][CH:5]=[CH:4][CH:3]=3)=[CH:27][N:26]=[CH:25]2)[CH:14]=[CH:13][CH:12]=[CH:11][CH:10]=1. The catalyst class is: 1.